From a dataset of Catalyst prediction with 721,799 reactions and 888 catalyst types from USPTO. Predict which catalyst facilitates the given reaction. (1) Reactant: N[CH2:2][C:3]1[S:4][CH:5]=[CH:6][N:7]=1.[F:8][C:9]1[CH:16]=[CH:15][C:12]([CH:13]=O)=[CH:11][CH:10]=1.[BH3-][C:18]#[N:19].[Na+]. Product: [F:8][C:9]1[CH:16]=[CH:15][C:12]([CH2:13][N:19]([CH2:18][C:12]2[CH:15]=[CH:16][C:9]([F:8])=[CH:10][CH:11]=2)[CH2:2][C:3]2[S:4][CH:5]=[CH:6][N:7]=2)=[CH:11][CH:10]=1. The catalyst class is: 5. (2) Reactant: [CH:1]([C:3]1[C:11]2[C:10]([C:12]([O:14][CH3:15])=[O:13])=[CH:9][CH:8]=[CH:7][C:6]=2[NH:5][N:4]=1)=[O:2].C(=O)([O-])[O-].[Cs+].[Cs+].[CH3:22][O:23][C:24]1[CH:31]=[CH:30][C:27]([CH2:28]Br)=[CH:26][CH:25]=1.[I-].[Na+]. Product: [CH:1]([C:3]1[C:11]2[C:10]([C:12]([O:14][CH3:15])=[O:13])=[CH:9][CH:8]=[CH:7][C:6]=2[N:5]([CH2:28][C:27]2[CH:30]=[CH:31][C:24]([O:23][CH3:22])=[CH:25][CH:26]=2)[N:4]=1)=[O:2]. The catalyst class is: 3. (3) Reactant: [C:1]([C:4]1[CH:9]=[CH:8][C:7]([F:10])=[CH:6][C:5]=1[S:11][C:12](=[O:16])N(C)C)(=[O:3])[CH3:2].CC(C)([O-])C.[K+]. Product: [F:10][C:7]1[CH:6]=[C:5]2[C:4]([C:1]([OH:3])=[CH:2][C:12](=[O:16])[S:11]2)=[CH:9][CH:8]=1. The catalyst class is: 1. (4) Reactant: [CH:1]1[C:6]([C:7]#[N:8])=[CH:5][C:4]2[C:9]([CH2:12][CH2:13][CH2:14][CH2:15][N:16]3[CH2:21][CH2:20][N:19]([C:22]4[CH:23]=[CH:24][C:25]5[O:30][C:29]([C:31]([NH2:33])=[O:32])=[CH:28][C:26]=5[CH:27]=4)[CH2:18][CH2:17]3)=[CH:10][NH:11][C:3]=2[CH:2]=1.C(OC(C)C)(C)C.[ClH:41]. Product: [CH:1]1[C:6]([C:7]#[N:8])=[CH:5][C:4]2[C:9]([CH2:12][CH2:13][CH2:14][CH2:15][N:16]3[CH2:17][CH2:18][N:19]([C:22]4[CH:23]=[CH:24][C:25]5[O:30][C:29]([C:31]([NH2:33])=[O:32])=[CH:28][C:26]=5[CH:27]=4)[CH2:20][CH2:21]3)=[CH:10][NH:11][C:3]=2[CH:2]=1.[ClH:41]. The catalyst class is: 21.